This data is from NCI-60 drug combinations with 297,098 pairs across 59 cell lines. The task is: Regression. Given two drug SMILES strings and cell line genomic features, predict the synergy score measuring deviation from expected non-interaction effect. (1) Drug 1: CC12CCC3C(C1CCC2O)C(CC4=C3C=CC(=C4)O)CCCCCCCCCS(=O)CCCC(C(F)(F)F)(F)F. Drug 2: C1C(C(OC1N2C=NC3=C2NC=NCC3O)CO)O. Cell line: ACHN. Synergy scores: CSS=-9.27, Synergy_ZIP=2.82, Synergy_Bliss=-2.39, Synergy_Loewe=-6.34, Synergy_HSA=-6.47. (2) Drug 1: C1C(C(OC1N2C=NC3=C(N=C(N=C32)Cl)N)CO)O. Drug 2: C1CCC(C(C1)N)N.C(=O)(C(=O)[O-])[O-].[Pt+4]. Cell line: RPMI-8226. Synergy scores: CSS=57.8, Synergy_ZIP=-1.58, Synergy_Bliss=-2.42, Synergy_Loewe=4.39, Synergy_HSA=4.83. (3) Drug 1: CC1=C2C(C(=O)C3(C(CC4C(C3C(C(C2(C)C)(CC1OC(=O)C(C(C5=CC=CC=C5)NC(=O)OC(C)(C)C)O)O)OC(=O)C6=CC=CC=C6)(CO4)OC(=O)C)O)C)O. Drug 2: C1=NNC2=C1C(=O)NC=N2. Cell line: MDA-MB-231. Synergy scores: CSS=3.30, Synergy_ZIP=-1.53, Synergy_Bliss=-2.59, Synergy_Loewe=-9.41, Synergy_HSA=-3.12.